Dataset: TCR-epitope binding with 47,182 pairs between 192 epitopes and 23,139 TCRs. Task: Binary Classification. Given a T-cell receptor sequence (or CDR3 region) and an epitope sequence, predict whether binding occurs between them. (1) The epitope is KRWIIMGLNK. The TCR CDR3 sequence is CASSRGTRDYEQYF. Result: 1 (the TCR binds to the epitope). (2) The TCR CDR3 sequence is CASSLAGNEKLFF. Result: 0 (the TCR does not bind to the epitope). The epitope is GLIYNRMGAVTTEV. (3) The epitope is FVDGVPFVV. The TCR CDR3 sequence is CSARDWASGLSSYEQYF. Result: 0 (the TCR does not bind to the epitope). (4) The epitope is NLNESLIDL. The TCR CDR3 sequence is CASSDLERGGLGDTQYF. Result: 0 (the TCR does not bind to the epitope). (5) The epitope is PKYVKQNTLKLAT. The TCR CDR3 sequence is CASSLAPELDTQYF. Result: 1 (the TCR binds to the epitope). (6) The epitope is AMFWSVPTV. The TCR CDR3 sequence is CASSQDWGLNYEQYF. Result: 1 (the TCR binds to the epitope). (7) The epitope is TPGPGVRYPL. The TCR CDR3 sequence is CASRRGFHQPQHF. Result: 1 (the TCR binds to the epitope).